This data is from Reaction yield outcomes from USPTO patents with 853,638 reactions. The task is: Predict the reaction yield, written as a fraction of the theoretical maximum amount of product (1.0 means a 100% yield; for example, 0.34 means a 34% yield). The reactants are [Cl:1][C:2]1[CH:10]=[CH:9][C:5]([C:6]([OH:8])=[O:7])=[CH:4][C:3]=1[O:11][CH3:12].[Br:13]Br. The catalyst is CC(O)=O.O. The product is [Br:13][C:9]1[CH:10]=[C:2]([Cl:1])[C:3]([O:11][CH3:12])=[CH:4][C:5]=1[C:6]([OH:8])=[O:7]. The yield is 0.700.